From a dataset of Catalyst prediction with 721,799 reactions and 888 catalyst types from USPTO. Predict which catalyst facilitates the given reaction. (1) Reactant: [CH3:1][O:2][C:3](=[O:35])[C:4]1[CH:9]=[CH:8][C:7]([C:10]2[C:16]3=[CH:17][C:18]4[C:19]([CH3:28])([CH3:27])[CH2:20][CH2:21][C:22]([CH3:26])([CH3:25])[C:23]=4[CH:24]=[C:15]3[N:14]([CH3:29])[C:13]3[CH:30]=[CH:31][C:32](Br)=[CH:33][C:12]=3[N:11]=2)=[CH:6][CH:5]=1.[B:36]1([B:36]2[O:40][C:39]([CH3:42])([CH3:41])[C:38]([CH3:44])([CH3:43])[O:37]2)[O:40][C:39]([CH3:42])([CH3:41])[C:38]([CH3:44])([CH3:43])[O:37]1.CC([O-])=O.[K+].Cl. Product: [CH3:1][O:2][C:3](=[O:35])[C:4]1[CH:9]=[CH:8][C:7]([C:10]2[C:16]3=[CH:17][C:18]4[C:19]([CH3:28])([CH3:27])[CH2:20][CH2:21][C:22]([CH3:26])([CH3:25])[C:23]=4[CH:24]=[C:15]3[N:14]([CH3:29])[C:13]3[CH:30]=[CH:31][C:32]([B:36]4[O:40][C:39]([CH3:42])([CH3:41])[C:38]([CH3:44])([CH3:43])[O:37]4)=[CH:33][C:12]=3[N:11]=2)=[CH:6][CH:5]=1. The catalyst class is: 418. (2) The catalyst class is: 5. Reactant: C([O:4][CH2:5][CH2:6][CH2:7][S:8]([NH:11][C:12](=[O:41])[C:13]1[CH:18]=[CH:17][C:16]([CH2:19][CH2:20][N:21]2[C:26]([CH2:27][O:28][C:29]3[CH:34]=[CH:33][CH:32]=[C:31](OCC)[CH:30]=3)=[C:25]([Cl:38])[CH:24]=[C:23]([Cl:39])[C:22]2=[O:40])=[CH:15][CH:14]=1)(=[O:10])=[O:9])(=O)C.[CH2:42]1COC[CH2:43]1.[OH-].[Na+].Cl. Product: [Cl:39][C:23]1[C:22](=[O:40])[N:21]([CH2:20][CH2:19][C:16]2[CH:15]=[CH:14][C:13]([C:12]([NH:11][S:8]([CH2:7][CH2:6][CH2:5][OH:4])(=[O:10])=[O:9])=[O:41])=[CH:18][CH:17]=2)[C:26]([CH2:27][O:28][C:29]2[CH:34]=[CH:33][CH:32]=[C:31]([CH2:42][CH3:43])[CH:30]=2)=[C:25]([Cl:38])[CH:24]=1. (3) Reactant: [Cl:1][C:2]1[N:10]=[CH:9][C:8]([C:11]([F:14])([F:13])[F:12])=[CH:7][C:3]=1[C:4](O)=[O:5].C(Cl)(=O)C([Cl:18])=O.CN(C=O)C. Product: [Cl:1][C:2]1[N:10]=[CH:9][C:8]([C:11]([F:14])([F:13])[F:12])=[CH:7][C:3]=1[C:4]([Cl:18])=[O:5]. The catalyst class is: 2. (4) Reactant: [S:1]1[C:5]2[CH:6]=[CH:7][CH:8]=[CH:9][C:4]=2[NH:3][CH2:2]1.NC1C=CC=CC=1S.C=O.[C:20]([C:22]1[CH:23]=[C:24]([CH:28]=[C:29]([CH:33]([CH3:35])[CH3:34])[C:30]=1[O:31][CH3:32])[C:25](Cl)=[O:26])#[N:21]. Product: [C:20]([C:22]1[CH:23]=[C:24]([CH:28]=[C:29]([CH:33]([CH3:35])[CH3:34])[C:30]=1[O:31][CH3:32])[C:25]([N:3]1[C:4]2[CH:9]=[CH:8][CH:7]=[CH:6][C:5]=2[S:1][CH2:2]1)=[O:26])#[N:21]. The catalyst class is: 542. (5) Reactant: C([O:8][N:9]1[C:15](=[O:16])[N:14]2[CH2:17][C@H:10]1[CH2:11][CH2:12][C@H:13]2[C:18]([NH:20][NH:21][C:22]([C@@H:24]1[CH2:28][CH2:27][CH2:26][C@H:25]1[NH:29][C:30](=[O:36])[O:31][C:32]([CH3:35])([CH3:34])[CH3:33])=[O:23])=[O:19])C1C=CC=CC=1. Product: [OH:8][N:9]1[C:15](=[O:16])[N:14]2[CH2:17][C@H:10]1[CH2:11][CH2:12][C@H:13]2[C:18]([NH:20][NH:21][C:22]([C@@H:24]1[CH2:28][CH2:27][CH2:26][C@H:25]1[NH:29][C:30](=[O:36])[O:31][C:32]([CH3:34])([CH3:33])[CH3:35])=[O:23])=[O:19]. The catalyst class is: 19. (6) Reactant: [CH3:1][O:2][C:3]1[CH:20]=[CH:19][C:6]([CH2:7][N:8]2[C:12]3=[N:13][CH:14]=[CH:15][C:16](Cl)=[C:11]3[C:10]([CH3:18])=[N:9]2)=[CH:5][CH:4]=1.[F:21][C:22]1[CH:23]=[C:24]([C:29]2[C:30](=[O:43])[N:31]([CH3:42])[C:32]([NH:35][C:36]3[CH:41]=[CH:40][CH:39]=[CH:38][CH:37]=3)=[N:33][CH:34]=2)[CH:25]=[CH:26][C:27]=1[OH:28].C(=O)([O-])[O-].[K+].[K+].CC(C)([O-])C.[K+].C1COCC1. Product: [F:21][C:22]1[CH:23]=[C:24]([C:29]2[C:30](=[O:43])[N:31]([CH3:42])[C:32]([NH:35][C:36]3[CH:41]=[CH:40][CH:39]=[CH:38][CH:37]=3)=[N:33][CH:34]=2)[CH:25]=[CH:26][C:27]=1[O:28][C:16]1[CH:15]=[CH:14][N:13]=[C:12]2[N:8]([CH2:7][C:6]3[CH:19]=[CH:20][C:3]([O:2][CH3:1])=[CH:4][CH:5]=3)[N:9]=[C:10]([CH3:18])[C:11]=12. The catalyst class is: 3. (7) Reactant: [NH2:1][CH2:2][CH2:3][CH2:4][CH2:5][C:6]#[C:7][C:8]1[CH:13]=[CH:12][C:11]([CH:14]([CH3:23])[CH2:15][NH:16][S:17]([CH:20]([CH3:22])[CH3:21])(=[O:19])=[O:18])=[CH:10][CH:9]=1.CCN(CC)CC.[CH3:31][N:32]([CH3:36])[C:33](Cl)=[O:34]. Product: [CH3:31][N:32]([C:33]([NH:1][CH2:2][CH2:3][CH2:4][CH2:5][C:6]#[C:7][C:8]1[CH:9]=[CH:10][C:11]([CH:14]([CH3:23])[CH2:15][NH:16][S:17]([CH:20]([CH3:22])[CH3:21])(=[O:19])=[O:18])=[CH:12][CH:13]=1)=[O:34])[CH3:36]. The catalyst class is: 2. (8) Reactant: [C:1]1([CH:7]([C:12]2[C:20]3[C:15](=[CH:16][C:17]([O:21][CH2:22][CH2:23][CH2:24][NH2:25])=[CH:18][CH:19]=3)[NH:14][CH:13]=2)[CH2:8][C:9]([OH:11])=[O:10])[CH:6]=[CH:5][CH:4]=[CH:3][CH:2]=1.[N+]([O-])([O-])=O.CC1(C([C:39]([NH2:41])=[NH2+:40])=O)C=C(C)N=N1.C(N(CC)CC)C. Product: [C:1]1([CH:7]([C:12]2[C:20]3[C:15](=[CH:16][C:17]([O:21][CH2:22][CH2:23][CH2:24][NH:25][C:39]([NH2:41])=[NH:40])=[CH:18][CH:19]=3)[NH:14][CH:13]=2)[CH2:8][C:9]([OH:11])=[O:10])[CH:2]=[CH:3][CH:4]=[CH:5][CH:6]=1. The catalyst class is: 3. (9) Reactant: [F:1][C:2]([F:23])([F:22])[CH2:3][N:4]1[C:9](=[O:10])[C:8](Cl)=[C:7]([C:12]2[CH:17]=[CH:16][C:15]([S:18]([CH3:21])(=[O:20])=[O:19])=[CH:14][CH:13]=2)[CH:6]=[N:5]1.[Cl:24][C:25]1[CH:26]=[C:27](B(O)O)[CH:28]=[C:29]([Cl:31])[CH:30]=1.[F-].[Cs+]. Product: [F:1][C:2]([F:23])([F:22])[CH2:3][N:4]1[C:9](=[O:10])[C:8]([C:27]2[CH:26]=[C:25]([Cl:24])[CH:30]=[C:29]([Cl:31])[CH:28]=2)=[C:7]([C:12]2[CH:17]=[CH:16][C:15]([S:18]([CH3:21])(=[O:20])=[O:19])=[CH:14][CH:13]=2)[CH:6]=[N:5]1. The catalyst class is: 659.